From a dataset of Full USPTO retrosynthesis dataset with 1.9M reactions from patents (1976-2016). Predict the reactants needed to synthesize the given product. (1) The reactants are: [F:1][C:2]1[CH:7]=[CH:6][C:5]([N:8]2[C:12]([CH2:13][O:14][C:15]3[CH:23]=[CH:22][C:18]([C:19]([OH:21])=O)=[CH:17][N:16]=3)=[C:11]([CH3:24])[N:10]=[N:9]2)=[CH:4][CH:3]=1.[CH:25]([NH2:28])([CH3:27])[CH3:26]. Given the product [F:1][C:2]1[CH:3]=[CH:4][C:5]([N:8]2[C:12]([CH2:13][O:14][C:15]3[CH:23]=[CH:22][C:18]([C:19]([NH:28][CH:25]([CH3:27])[CH3:26])=[O:21])=[CH:17][N:16]=3)=[C:11]([CH3:24])[N:10]=[N:9]2)=[CH:6][CH:7]=1, predict the reactants needed to synthesize it. (2) The reactants are: [NH2:1][C:2]1[CH:3]=[C:4]([CH2:8][CH2:9][OH:10])[CH:5]=[CH:6][CH:7]=1.[C:11](OC(=O)C)(=[O:13])[CH3:12].[Li+].[OH-]. Given the product [OH:10][CH2:9][CH2:8][C:4]1[CH:3]=[C:2]([NH:1][C:11](=[O:13])[CH3:12])[CH:7]=[CH:6][CH:5]=1, predict the reactants needed to synthesize it.